From a dataset of Full USPTO retrosynthesis dataset with 1.9M reactions from patents (1976-2016). Predict the reactants needed to synthesize the given product. (1) Given the product [Br:10][C:9]1[C:4]([C:1](=[O:3])[CH:2]=[CH:17][N:18]([CH3:20])[CH3:19])=[N:5][CH:6]=[C:7]([C:11]([F:13])([F:14])[F:12])[CH:8]=1, predict the reactants needed to synthesize it. The reactants are: [C:1]([C:4]1[C:9]([Br:10])=[CH:8][C:7]([C:11]([F:14])([F:13])[F:12])=[CH:6][N:5]=1)(=[O:3])[CH3:2].CO[CH:17](OC)[N:18]([CH3:20])[CH3:19]. (2) Given the product [C:8]([OH:14])(=[O:13])[CH2:5][CH2:4][CH2:3][CH2:2][C:1]([OH:7])=[O:6], predict the reactants needed to synthesize it. The reactants are: [C:1]([OH:7])(=[O:6])[CH2:2][CH2:3][CH:4]=[CH2:5].[C:8]([OH:14])(=[O:13])C=CCC.C(P(CC1C=CC=CC=1CP(C(C)(C)C)C(C)(C)C)C(C)(C)C)(C)(C)C.CS(O)(=O)=O. (3) Given the product [C:15]1([C:21]#[C:22][C:2]2[CH:14]=[CH:13][C:5]([O:6][CH2:7][C:8]([O:10][CH2:11][CH3:12])=[O:9])=[CH:4][CH:3]=2)[CH:20]=[CH:19][CH:18]=[CH:17][CH:16]=1, predict the reactants needed to synthesize it. The reactants are: I[C:2]1[CH:14]=[CH:13][C:5]([O:6][CH2:7][C:8]([O:10][CH2:11][CH3:12])=[O:9])=[CH:4][CH:3]=1.[C:15]1([C:21]#[CH:22])[CH:20]=[CH:19][CH:18]=[CH:17][CH:16]=1. (4) Given the product [ClH:42].[C:1]1([C:7]2[S:11][CH:10]=[N:9][C:8]=2[NH:29][C:48](=[O:43])[O:41][CH2:40][C:36]23[CH2:39][N:32]([CH2:38][CH2:37]2)[CH2:33][CH2:34][CH2:35]3)[CH:2]=[CH:3][CH:4]=[CH:5][CH:6]=1, predict the reactants needed to synthesize it. The reactants are: [C:1]1([C:7]2[S:11][CH:10]=[N:9][C:8]=2C(O)=O)[CH:6]=[CH:5][CH:4]=[CH:3][CH:2]=1.C1C=CC(P([N:29]=[N+]=[N-])(C2C=CC=CC=2)=O)=CC=1.[N:32]12[CH2:39][C:36]([CH2:40][OH:41])([CH2:37][CH2:38]1)[CH2:35][CH2:34][CH2:33]2.[ClH:42].[O:43]1[CH2:48]COCC1. (5) Given the product [Cl:1][C:2]1[C:7]([CH3:8])=[C:6]([B:9]2[O:13][C:12]([CH3:14])([CH3:15])[C:11]([CH3:17])([CH3:16])[O:10]2)[CH:5]=[CH:4][C:3]=1[O:18][CH2:27][CH2:26][N:23]1[CH2:24][CH2:25][N:20]([CH3:19])[CH2:21][CH2:22]1, predict the reactants needed to synthesize it. The reactants are: [Cl:1][C:2]1[C:7]([CH3:8])=[C:6]([B:9]2[O:13][C:12]([CH3:15])([CH3:14])[C:11]([CH3:17])([CH3:16])[O:10]2)[CH:5]=[CH:4][C:3]=1[OH:18].[CH3:19][N:20]1[CH2:25][CH2:24][N:23]([CH2:26][CH2:27]O)[CH2:22][CH2:21]1.C1C=CC(P(C2C=CC=CC=2)C2C=CC=CC=2)=CC=1.N(C(OCC)=O)=NC(OCC)=O.